This data is from Reaction yield outcomes from USPTO patents with 853,638 reactions. The task is: Predict the reaction yield, written as a fraction of the theoretical maximum amount of product (1.0 means a 100% yield; for example, 0.34 means a 34% yield). (1) The reactants are Cl[C:2]1[N:7]=[C:6]([Cl:8])[CH:5]=[CH:4][N:3]=1.[C:9]([N:16]1[CH2:21][CH2:20][NH:19][CH2:18][CH2:17]1)([O:11][C:12]([CH3:15])([CH3:14])[CH3:13])=[O:10].C([O-])(O)=O.[Na+]. The catalyst is CCO. The product is [Cl:8][C:6]1[CH:5]=[CH:4][N:3]=[C:2]([N:19]2[CH2:18][CH2:17][N:16]([C:9]([O:11][C:12]([CH3:15])([CH3:14])[CH3:13])=[O:10])[CH2:21][CH2:20]2)[N:7]=1. The yield is 0.350. (2) The reactants are [F:1][C:2]1[C:7]([O:8]C)=[C:6]([F:10])[CH:5]=[CH:4][C:3]=1[NH:11][C:12]([NH:26][C:27]1[NH:31][N:30]=[C:29]([C:32]2[CH:37]=[CH:36][C:35]([O:38]C)=[C:34]([F:40])[CH:33]=2)[CH:28]=1)=[N:13][C:14]([C:16]1[C:17]([C:22]([F:25])([F:24])[F:23])=[N:18][N:19]([CH3:21])[CH:20]=1)=[O:15].B(Br)(Br)Br.CCOC(C)=O. The catalyst is ClCCl. The product is [F:1][C:2]1[C:7]([OH:8])=[C:6]([F:10])[CH:5]=[CH:4][C:3]=1[NH:11][C:12]([NH:26][C:27]1[NH:31][N:30]=[C:29]([C:32]2[CH:37]=[CH:36][C:35]([OH:38])=[C:34]([F:40])[CH:33]=2)[CH:28]=1)=[N:13][C:14]([C:16]1[C:17]([C:22]([F:25])([F:23])[F:24])=[N:18][N:19]([CH3:21])[CH:20]=1)=[O:15]. The yield is 0.280. (3) The reactants are CS(Cl)(=O)=O.[CH2:6]([O:13][CH2:14][C@H:15]1[CH2:17][C@@H:16]1[CH2:18]O)[C:7]1[CH:12]=[CH:11][CH:10]=[CH:9][CH:8]=1.O.[C-:21]#[N:22].[K+]. The catalyst is C1COCC1. The product is [CH2:6]([O:13][CH2:14][C@H:15]1[CH2:17][C@@H:16]1[CH2:18][C:21]#[N:22])[C:7]1[CH:12]=[CH:11][CH:10]=[CH:9][CH:8]=1. The yield is 0.750. (4) The reactants are [CH2:1]([C:5]1[N:6]=[CH:7][NH:8][C:9](=[O:26])[C:10]=1[CH2:11][C:12]1[CH:17]=[CH:16][C:15]([C:18]2[C:19]([C:24]#[N:25])=[CH:20][CH:21]=[CH:22][CH:23]=2)=[CH:14][CH:13]=1)[CH2:2][CH2:3][CH3:4].[H-].[Na+].CN(C)C=O.Br[CH2:35][C:36]1[CH:41]=[CH:40][C:39]([F:42])=[CH:38][CH:37]=1. The catalyst is C(OCC)(=O)C. The product is [CH2:1]([C:5]1[N:6]=[CH:7][N:8]([CH2:35][C:36]2[CH:41]=[CH:40][C:39]([F:42])=[CH:38][CH:37]=2)[C:9](=[O:26])[C:10]=1[CH2:11][C:12]1[CH:17]=[CH:16][C:15]([C:18]2[C:19]([C:24]#[N:25])=[CH:20][CH:21]=[CH:22][CH:23]=2)=[CH:14][CH:13]=1)[CH2:2][CH2:3][CH3:4]. The yield is 0.820. (5) The catalyst is ClCCl. The product is [CH3:1][O:2][C:3](=[O:30])[CH2:4][C:5]1[CH:10]=[CH:9][C:8]([C:11]#[C:12][C:13]2[CH:18]=[C:17]([C:19]([CH3:22])([CH3:21])[CH3:20])[C:16]([O:23][CH:24]([CH3:26])[CH3:25])=[C:15]([CH2:27][Br:50])[C:14]=2[CH3:29])=[CH:7][CH:6]=1. The reactants are [CH3:1][O:2][C:3](=[O:30])[CH2:4][C:5]1[CH:10]=[CH:9][C:8]([C:11]#[C:12][C:13]2[CH:18]=[C:17]([C:19]([CH3:22])([CH3:21])[CH3:20])[C:16]([O:23][CH:24]([CH3:26])[CH3:25])=[C:15]([CH2:27]O)[C:14]=2[CH3:29])=[CH:7][CH:6]=1.C1(P(C2C=CC=CC=2)C2C=CC=CC=2)C=CC=CC=1.[Br:50]N1C(=O)CCC1=O. The yield is 0.690.